This data is from Full USPTO retrosynthesis dataset with 1.9M reactions from patents (1976-2016). The task is: Predict the reactants needed to synthesize the given product. Given the product [CH2:1]([O:3][C:4]([C:6]1[CH:7]=[C:8]2[N:13]([C:14]=1[C:18]1[CH:19]=[N:20][CH:21]=[N:22][CH:23]=1)[CH:12]=[CH:11][C:10]([CH2:15][OH:16])=[CH:9]2)=[O:5])[CH3:2], predict the reactants needed to synthesize it. The reactants are: [CH2:1]([O:3][C:4]([C:6]1[CH:7]=[C:8]2[N:13]([CH:14]=1)[CH:12]=[CH:11][C:10]([CH2:15][OH:16])=[CH:9]2)=[O:5])[CH3:2].Br[C:18]1[CH:19]=[N:20][CH:21]=[N:22][CH:23]=1.